The task is: Predict which catalyst facilitates the given reaction.. This data is from Catalyst prediction with 721,799 reactions and 888 catalyst types from USPTO. (1) Reactant: [CH:1]([C@H:3]1[N:8]([C:9]([C:11]2[CH:15]=[C:14]([CH3:16])[N:13]([C:17]3[CH:22]=[CH:21][CH:20]=[CH:19][CH:18]=3)[C:12]=2[C:23]2[CH:28]=[CH:27][CH:26]=[CH:25][CH:24]=2)=[O:10])[CH2:7][CH2:6][N:5]([C:29]([O:31][C:32]([CH3:35])([CH3:34])[CH3:33])=[O:30])[CH2:4]1)=[O:2].[CH2:36]([Mg]Br)[CH:37]([CH3:39])[CH3:38].[Cl-].[NH4+]. Product: [OH:2][CH:1]([C@H:3]1[N:8]([C:9]([C:11]2[CH:15]=[C:14]([CH3:16])[N:13]([C:17]3[CH:22]=[CH:21][CH:20]=[CH:19][CH:18]=3)[C:12]=2[C:23]2[CH:28]=[CH:27][CH:26]=[CH:25][CH:24]=2)=[O:10])[CH2:7][CH2:6][N:5]([C:29]([O:31][C:32]([CH3:35])([CH3:34])[CH3:33])=[O:30])[CH2:4]1)[CH2:36][CH:37]([CH3:39])[CH3:38]. The catalyst class is: 1. (2) Reactant: Cl[C:2]1[C:11]2[N:12]=[C:13]([NH:16][CH3:17])[N:14]([CH3:15])[C:10]=2[C:9]2[CH:8]=[CH:7][CH:6]=[CH:5][C:4]=2[N:3]=1.[NH3:18]. Product: [CH3:17][NH:16][C:13]1[N:14]([CH3:15])[C:10]2[C:9]3[CH:8]=[CH:7][CH:6]=[CH:5][C:4]=3[N:3]=[C:2]([NH2:18])[C:11]=2[N:12]=1. The catalyst class is: 5. (3) The catalyst class is: 12. Reactant: [Cl:1][C:2]1[CH:3]=[C:4]([NH:8][C:9]2[N:14]=[C:13]([C:15]([F:18])([F:17])[F:16])[C:12]([NH:19]C(=O)OC(C)(C)C)=[CH:11][N:10]=2)[CH:5]=[CH:6][CH:7]=1.O1CCOCC1.Cl. Product: [Cl:1][C:2]1[CH:3]=[C:4]([NH:8][C:9]2[N:14]=[C:13]([C:15]([F:17])([F:18])[F:16])[C:12]([NH2:19])=[CH:11][N:10]=2)[CH:5]=[CH:6][CH:7]=1. (4) Reactant: [F:1][CH:2]1[CH2:7][CH2:6][N:5]([C:8]2[CH:13]=[CH:12][C:11]([N+:14]([O-])=O)=[CH:10][C:9]=2[O:17][CH3:18])[CH2:4][CH2:3]1. Product: [F:1][CH:2]1[CH2:3][CH2:4][N:5]([C:8]2[CH:13]=[CH:12][C:11]([NH2:14])=[CH:10][C:9]=2[O:17][CH3:18])[CH2:6][CH2:7]1. The catalyst class is: 687. (5) Reactant: [O:1]1[CH:5]=[CH:4][N:3]=[C:2]1[C:6]1[CH:11]=[CH:10][C:9]([N:12]2[CH2:17][CH2:16][CH2:15][CH:14]([OH:18])[CH2:13]2)=[CH:8][CH:7]=1.[S:19](Cl)([CH3:22])(=[O:21])=[O:20].CCN(CC)CC. Product: [CH3:22][S:19]([O:18][CH:14]1[CH2:15][CH2:16][CH2:17][N:12]([C:9]2[CH:8]=[CH:7][C:6]([C:2]3[O:1][CH:5]=[CH:4][N:3]=3)=[CH:11][CH:10]=2)[CH2:13]1)(=[O:21])=[O:20]. The catalyst class is: 2. (6) Reactant: C(N(CC)CC)C.[C:8](Cl)(=[O:12])[C:9]([CH3:11])=[CH2:10].[OH:14][CH:15]1[C:27]2[CH:26]=[CH:25][CH:24]=[CH:23][C:22]=2[C:21]2[C:16]1=[CH:17][CH:18]=[CH:19][CH:20]=2. Product: [C:8]([O:14][CH:15]1[C:27]2[CH:26]=[CH:25][CH:24]=[CH:23][C:22]=2[C:21]2[C:16]1=[CH:17][CH:18]=[CH:19][CH:20]=2)(=[O:12])[C:9]([CH3:11])=[CH2:10]. The catalyst class is: 11. (7) Reactant: FC(F)(F)CC1C=NC2C=CC=CC=2O1.[CH2:16]([C@H:20]1[N:25]([CH2:26][C:27]([F:30])([F:29])[F:28])[C:24]2[CH:31]=[CH:32][C:33]([N+:35]([O-])=O)=[CH:34][C:23]=2[O:22][CH2:21]1)[CH:17]([CH3:19])[CH3:18]. Product: [NH2:35][C:33]1[CH:32]=[CH:31][C:24]2[N:25]([CH2:26][C:27]([F:30])([F:29])[F:28])[C@H:20]([CH2:16][CH:17]([CH3:19])[CH3:18])[CH2:21][O:22][C:23]=2[CH:34]=1. The catalyst class is: 78.